This data is from Serine/threonine kinase 33 screen with 319,792 compounds. The task is: Binary Classification. Given a drug SMILES string, predict its activity (active/inactive) in a high-throughput screening assay against a specified biological target. (1) The compound is S(=O)(=O)(CCC(=O)N1CCc2c1cccc2)c1cc2NC(=O)C(Sc2cc1)C. The result is 0 (inactive). (2) The molecule is S(Cc1ccccc1)c1nc(Oc2nn(c(=O)cc2)C)cc(n1)C. The result is 0 (inactive). (3) The compound is FC(F)(F)c1c(N2OC(C3CCCCC3)(C2=O)c2ccccc2)cccc1. The result is 0 (inactive). (4) The drug is O=C1Nc2c(N=C(C1)CC(OC)=O)cccc2. The result is 0 (inactive). (5) The drug is O1c2c(C(=O)/C(=C/Nc3c(OC)ccc(OC)c3)C1=O)cccc2. The result is 0 (inactive).